This data is from NCI-60 drug combinations with 297,098 pairs across 59 cell lines. The task is: Regression. Given two drug SMILES strings and cell line genomic features, predict the synergy score measuring deviation from expected non-interaction effect. (1) Drug 1: CCC1=C2CN3C(=CC4=C(C3=O)COC(=O)C4(CC)O)C2=NC5=C1C=C(C=C5)O. Drug 2: CC(C)CN1C=NC2=C1C3=CC=CC=C3N=C2N. Cell line: HL-60(TB). Synergy scores: CSS=35.7, Synergy_ZIP=2.09, Synergy_Bliss=5.11, Synergy_Loewe=-5.27, Synergy_HSA=4.37. (2) Drug 1: CCN(CC)CCNC(=O)C1=C(NC(=C1C)C=C2C3=C(C=CC(=C3)F)NC2=O)C. Drug 2: C1CC(=O)NC(=O)C1N2C(=O)C3=CC=CC=C3C2=O. Cell line: BT-549. Synergy scores: CSS=-8.24, Synergy_ZIP=4.37, Synergy_Bliss=-7.17, Synergy_Loewe=-14.4, Synergy_HSA=-17.3. (3) Cell line: SK-OV-3. Drug 2: C1=NC2=C(N1)C(=S)N=C(N2)N. Drug 1: C1CCC(C1)C(CC#N)N2C=C(C=N2)C3=C4C=CNC4=NC=N3. Synergy scores: CSS=47.5, Synergy_ZIP=3.99, Synergy_Bliss=6.19, Synergy_Loewe=-9.02, Synergy_HSA=7.23. (4) Drug 1: C1=NNC2=C1C(=O)NC=N2. Drug 2: COCCOC1=C(C=C2C(=C1)C(=NC=N2)NC3=CC=CC(=C3)C#C)OCCOC.Cl. Cell line: U251. Synergy scores: CSS=2.18, Synergy_ZIP=-2.40, Synergy_Bliss=-5.16, Synergy_Loewe=-3.69, Synergy_HSA=-5.16. (5) Drug 1: CC1=CC=C(C=C1)C2=CC(=NN2C3=CC=C(C=C3)S(=O)(=O)N)C(F)(F)F. Drug 2: C1=NC2=C(N=C(N=C2N1C3C(C(C(O3)CO)O)F)Cl)N. Cell line: UO-31. Synergy scores: CSS=3.98, Synergy_ZIP=-1.40, Synergy_Bliss=-0.338, Synergy_Loewe=-4.77, Synergy_HSA=-1.46.